From a dataset of Catalyst prediction with 721,799 reactions and 888 catalyst types from USPTO. Predict which catalyst facilitates the given reaction. (1) Reactant: C([O:4][CH2:5][CH:6]1[CH:11]([O:12]C(=O)C)[CH:10]([O:16]C(=O)C)[CH:9]([O:20]C(=O)C)[CH:8]([O:24][C:25]2[CH:29]=[CH:28][S:27][C:26]=2[C:30](=[O:39])[NH:31][CH2:32][C:33]2[CH:38]=[CH:37][CH:36]=[CH:35][CH:34]=2)[O:7]1)(=O)C.C[O-].[Na+].Cl. Product: [CH2:32]([NH:31][C:30]([C:26]1[S:27][CH:28]=[CH:29][C:25]=1[O:24][CH:8]1[CH:9]([OH:20])[CH:10]([OH:16])[CH:11]([OH:12])[CH:6]([CH2:5][OH:4])[O:7]1)=[O:39])[C:33]1[CH:34]=[CH:35][CH:36]=[CH:37][CH:38]=1. The catalyst class is: 5. (2) Reactant: Br[C:2]1[C:11]2[O:10][CH:9]([CH:12]([CH3:14])[CH3:13])[C:8](=[O:15])[N:7]([CH2:16][C:17]([NH:19][CH3:20])=[O:18])[C:6]=2[CH:5]=[C:4]([O:21][CH3:22])[CH:3]=1.[CH3:23][N:24]1[CH:29]=[C:28](B2OC(C)(C)C(C)(C)O2)[C:27]2[CH:39]=[CH:40][N:41]([S:42]([C:45]3[CH:50]=[CH:49][C:48]([CH3:51])=[CH:47][CH:46]=3)(=[O:44])=[O:43])[C:26]=2[C:25]1=[O:52].C(=O)([O-])[O-].[K+].[K+].ClCCl. Product: [CH:12]([CH:9]1[C:8](=[O:15])[N:7]([CH2:16][C:17]([NH:19][CH3:20])=[O:18])[C:6]2[CH:5]=[C:4]([O:21][CH3:22])[CH:3]=[C:2]([C:28]3[C:27]4[CH:39]=[CH:40][N:41]([S:42]([C:45]5[CH:50]=[CH:49][C:48]([CH3:51])=[CH:47][CH:46]=5)(=[O:44])=[O:43])[C:26]=4[C:25](=[O:52])[N:24]([CH3:23])[CH:29]=3)[C:11]=2[O:10]1)([CH3:14])[CH3:13]. The catalyst class is: 38. (3) Product: [F:1][C:2]([F:24])([F:23])[O:3][C:4]1[CH:9]=[CH:8][C:7]([C:10]2[N:15]=[C:14]([C:16]([F:19])([F:18])[F:17])[C:13]([C:20]([Cl:28])=[O:21])=[CH:12][N:11]=2)=[CH:6][CH:5]=1. Reactant: [F:1][C:2]([F:24])([F:23])[O:3][C:4]1[CH:9]=[CH:8][C:7]([C:10]2[N:15]=[C:14]([C:16]([F:19])([F:18])[F:17])[C:13]([C:20](O)=[O:21])=[CH:12][N:11]=2)=[CH:6][CH:5]=1.C(Cl)(=O)C([Cl:28])=O. The catalyst class is: 139. (4) Reactant: [CH2:1]([O:3][C:4](=[O:19])[C@@H:5]([NH:7][C:8](=[O:18])[C@@H:9]([NH2:17])[CH2:10][C:11]1[CH:16]=[CH:15][CH:14]=[CH:13][CH:12]=1)[CH3:6])[CH3:2].CCN(C(C)C)C(C)C.[C:29](Cl)(=[O:36])[C:30]1[CH:35]=[CH:34][CH:33]=[CH:32][CH:31]=1. Product: [CH2:1]([O:3][C:4](=[O:19])[C@@H:5]([NH:7][C:8](=[O:18])[C@@H:9]([NH:17][C:29](=[O:36])[C:30]1[CH:35]=[CH:34][CH:33]=[CH:32][CH:31]=1)[CH2:10][C:11]1[CH:12]=[CH:13][CH:14]=[CH:15][CH:16]=1)[CH3:6])[CH3:2]. The catalyst class is: 366. (5) The catalyst class is: 25. Reactant: CS([C:5]1[S:9][C:8]([C:10]2[CH:11]=[C:12]3[C:17](=[CH:18][CH:19]=2)[CH:16]=[N:15][CH:14]=[CH:13]3)=[N:7][N:6]=1)(=O)=O.CS(C1SC(C2C=C3C(=CC=2)C=NC=C3)=NN=1)=O.[O:38]1[CH:42]=[CH:41][CH:40]=[C:39]1[CH2:43][NH2:44]. Product: [O:38]1[CH:42]=[CH:41][CH:40]=[C:39]1[CH2:43][NH:44][C:5]1[S:9][C:8]([C:10]2[CH:11]=[C:12]3[C:17](=[CH:18][CH:19]=2)[CH:16]=[N:15][CH:14]=[CH:13]3)=[N:7][N:6]=1.